This data is from Full USPTO retrosynthesis dataset with 1.9M reactions from patents (1976-2016). The task is: Predict the reactants needed to synthesize the given product. (1) The reactants are: [NH2:1][CH2:2][CH2:3][N:4]1[CH2:9][CH2:8][CH:7]([C:10]2[CH:11]=[C:12]([NH:16][C:17](=[O:21])[CH:18]([CH3:20])[CH3:19])[CH:13]=[CH:14][CH:15]=2)[CH2:6][CH2:5]1.[C:22]1([CH:28]([C:32]2[CH:37]=[CH:36][CH:35]=[CH:34][CH:33]=2)[C:29](Cl)=[O:30])[CH:27]=[CH:26][CH:25]=[CH:24][CH:23]=1. Given the product [C:32]1([CH:28]([C:22]2[CH:23]=[CH:24][CH:25]=[CH:26][CH:27]=2)[C:29]([NH:1][CH2:2][CH2:3][N:4]2[CH2:9][CH2:8][CH:7]([C:10]3[CH:11]=[C:12]([NH:16][C:17](=[O:21])[CH:18]([CH3:19])[CH3:20])[CH:13]=[CH:14][CH:15]=3)[CH2:6][CH2:5]2)=[O:30])[CH:33]=[CH:34][CH:35]=[CH:36][CH:37]=1, predict the reactants needed to synthesize it. (2) Given the product [Cl:25][C:26]1[CH:31]=[C:30]([C:2]2[CH:3]=[C:4]3[C:9](=[CH:10][CH:11]=2)[N:8]=[CH:7][C:6]([C:12](=[O:14])[CH3:13])=[C:5]3[NH:15][C@H:16]2[CH2:21][CH2:20][C@H:19]([N:22]([CH3:24])[CH3:23])[CH2:18][CH2:17]2)[CH:29]=[C:28]([Cl:41])[C:27]=1[OH:42], predict the reactants needed to synthesize it. The reactants are: Br[C:2]1[CH:3]=[C:4]2[C:9](=[CH:10][CH:11]=1)[N:8]=[CH:7][C:6]([C:12](=[O:14])[CH3:13])=[C:5]2[NH:15][C@H:16]1[CH2:21][CH2:20][C@H:19]([N:22]([CH3:24])[CH3:23])[CH2:18][CH2:17]1.[Cl:25][C:26]1[CH:31]=[C:30](B2OC(C)(C)C(C)(C)O2)[CH:29]=[C:28]([Cl:41])[C:27]=1[OH:42]. (3) Given the product [CH3:1][O:2][C:3]1[C:12]2[C:11](=[O:13])[N:10]([CH2:14][C:15]([NH:29][C@H:27]([C:24]3[CH:23]=[CH:22][C:21]([O:20][C:19]([F:18])([F:30])[F:31])=[CH:26][CH:25]=3)[CH3:28])=[O:17])[N:9]=[N:8][C:7]=2[CH:6]=[CH:5][CH:4]=1, predict the reactants needed to synthesize it. The reactants are: [CH3:1][O:2][C:3]1[C:12]2[C:11](=[O:13])[N:10]([CH2:14][C:15]([OH:17])=O)[N:9]=[N:8][C:7]=2[CH:6]=[CH:5][CH:4]=1.[F:18][C:19]([F:31])([F:30])[O:20][C:21]1[CH:26]=[CH:25][C:24]([C@@H:27]([NH2:29])[CH3:28])=[CH:23][CH:22]=1. (4) Given the product [C:2](/[C:3](=[C:12](\[NH2:13])/[C:14]([O:16][CH2:17][C:18]1[CH:23]=[CH:22][CH:21]=[CH:20][CH:19]=1)=[O:15])/[C:4]([O:6][C:7]([CH3:10])([CH3:9])[CH3:8])=[O:5])(=[O:1])[CH3:11], predict the reactants needed to synthesize it. The reactants are: [O:1]=[C:2]([CH3:11])[CH2:3][C:4]([O:6][C:7]([CH3:10])([CH3:9])[CH3:8])=[O:5].[C:12]([C:14]([O:16][CH2:17][C:18]1[CH:23]=[CH:22][CH:21]=[CH:20][CH:19]=1)=[O:15])#[N:13]. (5) Given the product [CH:1]1([C:6]([N:8]2[CH2:13][CH2:12][N:11]([CH2:14][C:15]3[C:16]([CH3:30])=[C:17]([NH:22][C:23]([C@H:25]4[CH2:29][CH2:28][CH2:27][N:26]4[CH3:34])=[O:24])[CH:18]=[C:19]([F:21])[CH:20]=3)[CH2:10][C@@H:9]2[CH3:31])=[O:7])[CH2:5][CH2:4][CH2:3][CH2:2]1, predict the reactants needed to synthesize it. The reactants are: [CH:1]1([C:6]([N:8]2[CH2:13][CH2:12][N:11]([CH2:14][C:15]3[C:16]([CH3:30])=[C:17]([NH:22][C:23]([C@H:25]4[CH2:29][CH2:28][CH2:27][NH:26]4)=[O:24])[CH:18]=[C:19]([F:21])[CH:20]=3)[CH2:10][C@@H:9]2[CH3:31])=[O:7])[CH2:5][CH2:4][CH2:3][CH2:2]1.C=O.[CH3:34]C(O)=O.C(O[BH-](OC(=O)C)OC(=O)C)(=O)C.[Na+].